This data is from Forward reaction prediction with 1.9M reactions from USPTO patents (1976-2016). The task is: Predict the product of the given reaction. (1) Given the reactants FC(F)(F)C(O)=O.[CH3:8][CH:9]([S:11]([N:14]1[CH2:19][CH2:18][CH:17]([C:20]2[C:28]3[C:23](=[C:24]([C:40]([NH2:42])=[O:41])[CH:25]=[C:26]([C:29]4[CH:33]=[C:32]([CH2:34][N:35]([CH3:39])[CH2:36][CH2:37]C)[S:31][CH:30]=4)[CH:27]=3)[NH:22][CH:21]=2)[CH2:16][CH2:15]1)(=[O:13])=[O:12])[CH3:10].CNCCC, predict the reaction product. The product is: [CH2:36]([N:35]([CH2:34][C:32]1[S:31][CH:30]=[C:29]([C:26]2[CH:27]=[C:28]3[C:23](=[C:24]([C:40]([NH2:42])=[O:41])[CH:25]=2)[NH:22][CH:21]=[C:20]3[CH:17]2[CH2:18][CH2:19][N:14]([S:11]([CH:9]([CH3:8])[CH3:10])(=[O:12])=[O:13])[CH2:15][CH2:16]2)[CH:33]=1)[CH3:39])[CH3:37]. (2) Given the reactants [NH2:1][C:2]1[N:7]=[C:6]([CH:8]2[CH2:13][CH2:12][CH:11]([N:14]3[CH2:17][CH:16]([NH:18][C:19]([CH2:21][NH:22][C:23](=[O:34])[C:24]4[CH:29]=[CH:28][CH:27]=[C:26]([C:30]([F:33])([F:32])[F:31])[CH:25]=4)=[O:20])[CH2:15]3)[CH2:10][CH2:9]2)[CH:5]=[CH:4][CH:3]=1.[H-].[Na+].Br[C:38]#[N:39].CO, predict the reaction product. The product is: [C:38]([NH:1][C:2]1[N:7]=[C:6]([CH:8]2[CH2:9][CH2:10][CH:11]([N:14]3[CH2:17][CH:16]([NH:18][C:19]([CH2:21][NH:22][C:23](=[O:34])[C:24]4[CH:29]=[CH:28][CH:27]=[C:26]([C:30]([F:32])([F:33])[F:31])[CH:25]=4)=[O:20])[CH2:15]3)[CH2:12][CH2:13]2)[CH:5]=[CH:4][CH:3]=1)#[N:39]. (3) Given the reactants [F-].[K+].Cl[C:4]1[C:9]([C:10]#[N:11])=[CH:8][CH:7]=[CH:6][N:5]=1.[S:12]1[CH:16]=[CH:15][C:14](B(O)O)=[CH:13]1, predict the reaction product. The product is: [S:12]1[CH:16]=[CH:15][C:14]([C:4]2[N:5]=[CH:6][CH:7]=[CH:8][C:9]=2[C:10]#[N:11])=[CH:13]1. (4) Given the reactants C(OC(=O)CC(C1C(C(F)(F)F)=[N+]([O-])C=CC=1)=O)C.BrCC(C1C=C([N+]([O-])=O)C(OC)=C(OC)C=1)=O.Cl.C[O:39][C:40]1[CH:41]=[C:42]([C:51]2[C:52]([C:67]([O:69][CH2:70][CH3:71])=[O:68])=[C:53]([C:56]3[C:57]([C:63]([F:66])([F:65])[F:64])=[N+:58]([O-:62])[CH:59]=[CH:60][CH:61]=3)[O:54][CH:55]=2)[CH:43]=[C:44]([N+:48]([O-:50])=[O:49])[C:45]=1[O:46]C.B(Br)(Br)Br, predict the reaction product. The product is: [OH:39][C:40]1[CH:41]=[C:42]([C:51]2[C:52]([C:67]([O:69][CH2:70][CH3:71])=[O:68])=[C:53]([C:56]3[C:57]([C:63]([F:65])([F:66])[F:64])=[N+:58]([O-:62])[CH:59]=[CH:60][CH:61]=3)[O:54][CH:55]=2)[CH:43]=[C:44]([N+:48]([O-:50])=[O:49])[C:45]=1[OH:46]. (5) Given the reactants [Cl:1][C:2]1[C:3]([NH:12][CH:13]([CH2:16][CH:17]([CH3:19])[CH3:18])[CH:14]=O)=[N:4][C:5]2[C:10]([N:11]=1)=[CH:9][CH:8]=[CH:7][CH:6]=2.FC(F)(F)C(O)=O, predict the reaction product. The product is: [Cl:1][C:2]1[C:3]2[N:4]([CH:14]=[C:13]([CH2:16][CH:17]([CH3:19])[CH3:18])[N:12]=2)[C:5]2[C:10]([N:11]=1)=[CH:9][CH:8]=[CH:7][CH:6]=2.